Dataset: Forward reaction prediction with 1.9M reactions from USPTO patents (1976-2016). Task: Predict the product of the given reaction. (1) The product is: [CH3:10][N:9]1[CH:2]([CH3:1])[CH2:3][C:4]2([CH3:17])[CH2:12][CH:8]1[CH2:7][C:6]1[CH:13]=[CH:14][CH:15]=[CH:16][C:5]=12. Given the reactants [CH3:1][CH:2]1[N:9]([C:10]#N)[CH:8]2[CH2:12][C:4]([CH3:17])([C:5]3[CH:16]=[CH:15][CH:14]=[CH:13][C:6]=3[CH2:7]2)[CH2:3]1.Cl.N, predict the reaction product. (2) Given the reactants [C:1]([NH:5][C:6]([C:8]1[CH:9]=[C:10]([CH:34]=[CH:35][CH:36]=1)[O:11][C:12]1[CH:17]=[CH:16][C:15]([NH:18][C:19]2[C:29]3[CH:28]=[C:27]([C:30](O)=[O:31])[CH2:26][CH2:25][NH:24][C:23]=3[N:22]=[CH:21][N:20]=2)=[CH:14][C:13]=1[Cl:33])=[O:7])([CH3:4])([CH3:3])[CH3:2].Cl.[CH3:38][C:39]([NH2:46])([CH3:45])[CH2:40][S:41]([CH3:44])(=[O:43])=[O:42].Cl.C(N=C=NCCCN(C)C)C.O.ON1C2C=CC=CC=2N=N1, predict the reaction product. The product is: [C:1]([NH:5][C:6]([C:8]1[CH:9]=[C:10]([CH:34]=[CH:35][CH:36]=1)[O:11][C:12]1[CH:17]=[CH:16][C:15]([NH:18][C:19]2[C:29]3[CH:28]=[C:27]([C:30]([NH:46][C:39]([CH3:45])([CH3:38])[CH2:40][S:41]([CH3:44])(=[O:43])=[O:42])=[O:31])[CH2:26][CH2:25][NH:24][C:23]=3[N:22]=[CH:21][N:20]=2)=[CH:14][C:13]=1[Cl:33])=[O:7])([CH3:2])([CH3:3])[CH3:4].